Dataset: Forward reaction prediction with 1.9M reactions from USPTO patents (1976-2016). Task: Predict the product of the given reaction. Given the reactants [OH:1][C:2]1[CH:11]=[C:10]2[C:5]([C:6]([O:12][C:13]3[CH:14]=[C:15]4[C:19](=[CH:20][CH:21]=3)[NH:18][CH:17]=[CH:16]4)=[N:7][CH:8]=[N:9]2)=[CH:4][C:3]=1[O:22][CH3:23].C1(P(C2C=CC=CC=2)C2C=CC=CC=2)C=CC=CC=1.O[CH2:44][CH2:45][N:46]1[CH2:51][CH2:50][O:49][CH2:48][CH2:47]1.N(C(OCC)=O)=NC(OCC)=O, predict the reaction product. The product is: [NH:18]1[C:19]2[C:15](=[CH:14][C:13]([O:12][C:6]3[C:5]4[C:10](=[CH:11][C:2]([O:1][CH2:44][CH2:45][N:46]5[CH2:51][CH2:50][O:49][CH2:48][CH2:47]5)=[C:3]([O:22][CH3:23])[CH:4]=4)[N:9]=[CH:8][N:7]=3)=[CH:21][CH:20]=2)[CH:16]=[CH:17]1.